Predict the reactants needed to synthesize the given product. From a dataset of Full USPTO retrosynthesis dataset with 1.9M reactions from patents (1976-2016). (1) Given the product [C:28]([O:27][C:25](=[O:26])[NH:24][CH2:23][CH2:22][O:21][C:18]1[CH:19]=[CH:20][C:15]([CH2:14][CH2:13][CH2:12][CH2:11][NH2:10])=[CH:16][CH:17]=1)([CH3:31])([CH3:29])[CH3:30], predict the reactants needed to synthesize it. The reactants are: C(OC(=O)[NH:10][CH2:11][CH2:12][CH2:13][CH2:14][C:15]1[CH:20]=[CH:19][C:18]([O:21][CH2:22][CH2:23][NH:24][C:25]([O:27][C:28]([CH3:31])([CH3:30])[CH3:29])=[O:26])=[CH:17][CH:16]=1)C1C=CC=CC=1.[H][H]. (2) The reactants are: [C:1]([O:5][C:6](=[O:12])[N:7]([CH2:9][CH2:10][OH:11])[CH3:8])([CH3:4])([CH3:3])[CH3:2].[Si:13](Cl)([C:26]([CH3:29])([CH3:28])[CH3:27])([C:20]1[CH:25]=[CH:24][CH:23]=[CH:22][CH:21]=1)[C:14]1[CH:19]=[CH:18][CH:17]=[CH:16][CH:15]=1.N1C=CN=C1. Given the product [C:1]([O:5][C:6](=[O:12])[N:7]([CH2:9][CH2:10][O:11][Si:13]([C:26]([CH3:29])([CH3:28])[CH3:27])([C:20]1[CH:21]=[CH:22][CH:23]=[CH:24][CH:25]=1)[C:14]1[CH:19]=[CH:18][CH:17]=[CH:16][CH:15]=1)[CH3:8])([CH3:4])([CH3:2])[CH3:3], predict the reactants needed to synthesize it. (3) Given the product [CH2:1]([O:20][C:19]1[CH:21]=[CH:22][CH:23]=[C:15]([O:16][CH2:1][C:2]2[CH:7]=[CH:6][CH:5]=[CH:4][CH:3]=2)[C:17]=1[O:12][CH2:9][C:2]1[CH:7]=[CH:6][CH:5]=[CH:4][CH:3]=1)[C:2]1[CH:7]=[CH:6][CH:5]=[CH:4][CH:3]=1, predict the reactants needed to synthesize it. The reactants are: [CH2:1](Br)[C:2]1[CH:7]=[CH:6][CH:5]=[CH:4][CH:3]=1.[C:9]([O-:12])([O-])=O.[K+].[K+].[C:15]1([CH:23]=[CH:22][CH:21]=[C:19]([OH:20])[C:17]=1O)[OH:16]. (4) Given the product [ClH:2].[Cl:17][C:18]1[CH:23]=[C:22]([F:24])[C:21]([O:25][CH:8]2[CH2:13][CH2:12][NH:11][CH2:10][CH2:9]2)=[C:20]([F:26])[CH:19]=1, predict the reactants needed to synthesize it. The reactants are: Cl.[Cl:2]C1C=CC(O[CH:8]2[CH2:13][CH2:12][NH:11][CH2:10][CH2:9]2)=CC=1F.[Cl:17][C:18]1[CH:23]=[C:22]([F:24])[C:21]([OH:25])=[C:20]([F:26])[CH:19]=1.